Dataset: Reaction yield outcomes from USPTO patents with 853,638 reactions. Task: Predict the reaction yield, written as a fraction of the theoretical maximum amount of product (1.0 means a 100% yield; for example, 0.34 means a 34% yield). (1) The reactants are [NH:1]1[CH2:6][CH2:5][O:4][CH2:3][CH2:2]1.[CH2:7]([CH:9]1[O:11][CH2:10]1)[Cl:8]. The catalyst is C(O)C. The product is [Cl:8][CH2:7][CH:9]([OH:11])[CH2:10][N:1]1[CH2:6][CH2:5][O:4][CH2:3][CH2:2]1. The yield is 0.370. (2) The yield is 0.910. The reactants are [I:1][C:2]1[C:6]([C:7]([O:9][CH2:10][CH3:11])=[O:8])=[CH:5][NH:4][N:3]=1.[O:12]1[CH:17]=[CH:16][CH2:15][CH2:14][CH2:13]1.CC1C=CC(S(O)(=O)=O)=CC=1. The product is [I:1][C:2]1[C:6]([C:7]([O:9][CH2:10][CH3:11])=[O:8])=[CH:5][N:4]([CH:13]2[CH2:14][CH2:15][CH2:16][CH2:17][O:12]2)[N:3]=1. The catalyst is C1COCC1. (3) The reactants are C(=O)([O-])[O-].[Ca+2].[C:6](Cl)(Cl)=[S:7].[Cl:10][C:11]1[CH:12]=[C:13]([CH:15]=[CH:16][C:17]=1[N+:18]([O-:20])=[O:19])[NH2:14].Cl. The catalyst is ClCCl.O. The product is [Cl:10][C:11]1[CH:12]=[C:13]([N:14]=[C:6]=[S:7])[CH:15]=[CH:16][C:17]=1[N+:18]([O-:20])=[O:19]. The yield is 0.810. (4) The reactants are Cl[CH2:2][C:3]1[CH:4]=[C:5]2[C:9](=[CH:10][CH:11]=1)[CH2:8][CH2:7][CH2:6]2.[C-:12]#[N:13].[Na+]. The catalyst is CS(C)=O. The product is [CH2:8]1[C:9]2[C:5](=[CH:4][C:3]([CH2:2][C:12]#[N:13])=[CH:11][CH:10]=2)[CH2:6][CH2:7]1. The yield is 0.970. (5) The reactants are [C:1]([C:4]1[C:5]([NH:13][C:14]([C:16]2[C:20]3[CH:21]=[CH:22][CH:23]=[CH:24][C:19]=3[O:18][CH:17]=2)=O)=[CH:6][C:7]2[O:11][CH2:10][O:9][C:8]=2[CH:12]=1)(=[O:3])[CH3:2].CC(C)([O-])C.[K+].[Cl-].[NH4+].[K+].[Br-]. The catalyst is C(O)(C)(C)C. The product is [O:18]1[CH:17]=[C:16]([C:14]2[CH2:2][C:1](=[O:3])[C:4]3[C:5](=[CH:6][C:7]4[O:11][CH2:10][O:9][C:8]=4[CH:12]=3)[N:13]=2)[C:20]2[CH:21]=[CH:22][CH:23]=[CH:24][C:19]1=2. The yield is 0.170. (6) The reactants are FC(F)(F)S(O[C:7]1[CH:12]=[CH:11][C:10]([C:13]2[C:18]([CH3:19])=[N:17][C:16]([CH3:20])=[C:15]([C:21](=[O:23])[NH2:22])[N:14]=2)=[CH:9][CH:8]=1)(=O)=O.[Cl:26][C:27]1[CH:28]=[C:29]([CH:42]([CH3:47])[C:43]([O:45][CH3:46])=[O:44])[CH:30]=[CH:31][C:32]=1B1OC(C)(C)C(C)(C)O1.P([O-])([O-])([O-])=O.[K+].[K+].[K+].CO. The catalyst is COCCOC.C1C=CC(P(C2C=CC=CC=2)[C-]2C=CC=C2)=CC=1.C1C=CC(P(C2C=CC=CC=2)[C-]2C=CC=C2)=CC=1.Cl[Pd]Cl.[Fe+2].C(Cl)Cl.O. The product is [C:21]([C:15]1[N:14]=[C:13]([C:10]2[CH:11]=[CH:12][C:7]([C:32]3[CH:31]=[CH:30][C:29]([CH:42]([CH3:47])[C:43]([O:45][CH3:46])=[O:44])=[CH:28][C:27]=3[Cl:26])=[CH:8][CH:9]=2)[C:18]([CH3:19])=[N:17][C:16]=1[CH3:20])(=[O:23])[NH2:22]. The yield is 0.596.